Dataset: Full USPTO retrosynthesis dataset with 1.9M reactions from patents (1976-2016). Task: Predict the reactants needed to synthesize the given product. (1) Given the product [N:30]1[CH:31]=[CH:32][CH:33]=[C:28]([C:24]2[CH:23]=[C:22]([C:21]3[CH2:20][C:19](=[O:35])[NH:18][C:9]4[CH:10]=[C:11]([C:14]([F:17])([F:16])[F:15])[CH:12]=[CH:13][C:8]=4[N:7]=3)[CH:27]=[CH:26][CH:25]=2)[CH:29]=1, predict the reactants needed to synthesize it. The reactants are: C(OC(=O)[NH:7][C:8]1[CH:13]=[CH:12][C:11]([C:14]([F:17])([F:16])[F:15])=[CH:10][C:9]=1[NH:18][C:19](=[O:35])[CH2:20][C:21](=O)[C:22]1[CH:27]=[CH:26][CH:25]=[C:24]([C:28]2[CH:29]=[N:30][CH:31]=[CH:32][CH:33]=2)[CH:23]=1)(C)(C)C.C(O)(C(F)(F)F)=O. (2) Given the product [C:31]([C:26]1[CH:25]=[CH:24][C:23]2[N:22]([C:35]3[CH:36]=[C:37]([NH:38][C:11]4[CH:12]=[CH:13][C:8]([C:5]5[CH:6]=[CH:7][CH:2]=[CH:3][CH:4]=5)=[CH:9][CH:10]=4)[CH:39]=[CH:40][CH:41]=3)[C:21]3[C:29]([C:28]=2[CH:27]=1)=[CH:30][C:18]([C:14]([CH3:15])([CH3:16])[CH3:17])=[CH:19][CH:20]=3)([CH3:34])([CH3:33])[CH3:32], predict the reactants needed to synthesize it. The reactants are: Br[C:2]1[CH:7]=[CH:6][C:5]([C:8]2[CH:13]=[CH:12][CH:11]=[CH:10][CH:9]=2)=[CH:4][CH:3]=1.[C:14]([C:18]1[CH:19]=[CH:20][C:21]2[N:22]([C:35]3[CH:36]=[C:37]([CH:39]=[CH:40][CH:41]=3)[NH2:38])[C:23]3[C:28]([C:29]=2[CH:30]=1)=[CH:27][C:26]([C:31]([CH3:34])([CH3:33])[CH3:32])=[CH:25][CH:24]=3)([CH3:17])([CH3:16])[CH3:15].C(P(C(C)(C)C)C(C)(C)C)(C)(C)C.CC(C)([O-])C.[Na+]. (3) Given the product [Br:22][CH2:12][C:4]1[C:3]([C:13]#[N:14])=[C:2]([OH:1])[C:9]([O:10][CH3:11])=[CH:8][C:5]=1[C:6]#[N:7], predict the reactants needed to synthesize it. The reactants are: [OH:1][C:2]1[C:9]([O:10][CH3:11])=[CH:8][C:5]([C:6]#[N:7])=[C:4]([CH3:12])[C:3]=1[C:13]#[N:14].C1C(=O)N([Br:22])C(=O)C1.CC(N=NC(C#N)(C)C)(C#N)C. (4) Given the product [CH3:37][C:30]1[C:31]2[O:35][CH2:34][CH2:33][C:32]=2[CH:36]=[C:28]([C:26]([C:22]2[N:23]=[CH:24][N:25]=[C:20]([N:3]3[CH2:4][CH2:5][CH:6]([N:9]4[C:17]5[C:12](=[N:13][CH:14]=[CH:15][CH:16]=5)[NH:11][C:10]4=[O:18])[CH2:7][CH2:8]3)[CH:21]=2)=[O:27])[CH:29]=1.[CH:10]([O-:18])=[O:27], predict the reactants needed to synthesize it. The reactants are: Cl.Cl.[NH:3]1[CH2:8][CH2:7][CH:6]([N:9]2[C:17]3[C:12](=[N:13][CH:14]=[CH:15][CH:16]=3)[NH:11][C:10]2=[O:18])[CH2:5][CH2:4]1.Cl[C:20]1[N:25]=[CH:24][N:23]=[C:22]([C:26]([C:28]2[CH:29]=[C:30]([CH3:37])[C:31]3[O:35][CH2:34][CH2:33][C:32]=3[CH:36]=2)=[O:27])[CH:21]=1.CCN(C(C)C)C(C)C. (5) Given the product [C:1]([C:4]1[CH:5]=[C:6]([C:10]2[N:11]=[CH:12][N:13]([C:15]([N:17]([CH:19]3[CH2:20][CH2:21][N:22]([C:25]4[CH:26]=[CH:27][C:28]([OH:31])=[CH:29][CH:30]=4)[CH2:23][CH2:24]3)[CH3:18])=[O:16])[CH:14]=2)[CH:7]=[CH:8][CH:9]=1)(=[O:3])[NH2:2], predict the reactants needed to synthesize it. The reactants are: [C:1]([C:4]1[CH:5]=[C:6]([C:10]2[N:11]=[CH:12][N:13]([C:15]([N:17]([CH:19]3[CH2:24][CH2:23][N:22]([C:25]4[CH:30]=[CH:29][C:28]([O:31]C)=[CH:27][CH:26]=4)[CH2:21][CH2:20]3)[CH3:18])=[O:16])[CH:14]=2)[CH:7]=[CH:8][CH:9]=1)(=[O:3])[NH2:2].B(Br)(Br)Br. (6) Given the product [NH2:8][CH:9]1[CH2:12][N:11]([C:13]2[N:22]=[C:21]3[C:16]([C:17](=[O:30])[C:18]([C:27]([OH:29])=[O:28])=[CH:19][NH:20]3)=[CH:15][C:14]=2[F:31])[CH2:10]1, predict the reactants needed to synthesize it. The reactants are: C(OC([NH:8][CH:9]1[CH2:12][N:11]([C:13]2[N:22]=[C:21]3[C:16]([C:17](=[O:30])[C:18]([C:27]([OH:29])=[O:28])=[CH:19][N:20]3CCC#N)=[CH:15][C:14]=2[F:31])[CH2:10]1)=O)(C)(C)C. (7) The reactants are: [CH:1]1([C:4]2[N:9]3[N:10]=[CH:11][C:12]([C:13](O)=[O:14])=[C:8]3[N:7]=[C:6]([C:16]3[CH:21]=[CH:20][C:19]([C:22]([F:25])([F:24])[F:23])=[CH:18][CH:17]=3)[CH:5]=2)[CH2:3][CH2:2]1.[NH2:26][C:27]1[CH:28]=[C:29]([S:33]([NH2:36])(=[O:35])=[O:34])[CH:30]=[CH:31][CH:32]=1. Given the product [S:33]([C:29]1[CH:28]=[C:27]([NH:26][C:13]([C:12]2[CH:11]=[N:10][N:9]3[C:4]([CH:1]4[CH2:3][CH2:2]4)=[CH:5][C:6]([C:16]4[CH:21]=[CH:20][C:19]([C:22]([F:25])([F:24])[F:23])=[CH:18][CH:17]=4)=[N:7][C:8]=23)=[O:14])[CH:32]=[CH:31][CH:30]=1)(=[O:34])(=[O:35])[NH2:36], predict the reactants needed to synthesize it. (8) The reactants are: [C:1]([C:3]1[CH:8]=[CH:7][C:6]([OH:9])=[CH:5][CH:4]=1)#[N:2].Br[CH2:11][CH2:12][C:13]([CH3:16])([CH3:15])[CH3:14].C(=O)([O-])[O-].[K+].[K+].[I-].[K+]. Given the product [CH3:14][C:13]([CH3:16])([CH3:15])[CH2:12][CH2:11][O:9][C:6]1[CH:7]=[CH:8][C:3]([C:1]#[N:2])=[CH:4][CH:5]=1, predict the reactants needed to synthesize it. (9) Given the product [Br:6][C:7]1[CH:19]=[CH:18][C:10]([C:11]2[S:17][C:15]([NH2:16])=[N:14][N:13]=2)=[C:9]([F:20])[CH:8]=1, predict the reactants needed to synthesize it. The reactants are: OS(O)(=O)=O.[Br:6][C:7]1[CH:19]=[CH:18][C:10]([C:11]([NH:13][NH:14][C:15](=[S:17])[NH2:16])=O)=[C:9]([F:20])[CH:8]=1.N.O. (10) Given the product [NH:8]1[C:12]2[CH:13]=[CH:14][C:15]([C:31]3[CH:30]=[C:29]([C:33]4[N:38]([CH2:39][C:40]5[CH:45]=[CH:44][C:43]([CH3:46])=[CH:42][C:41]=5[CH3:47])[C:37](=[O:48])[C:36]([C:49]#[N:50])=[C:35]([C:51]([F:54])([F:53])[F:52])[CH:34]=4)[CH:28]=[CH:27][CH:32]=3)=[CH:16][C:11]=2[N:10]=[CH:9]1, predict the reactants needed to synthesize it. The reactants are: C(OC([N:8]1[C:12]2[CH:13]=[CH:14][C:15](B3OC(C)(C)C(C)(C)O3)=[CH:16][C:11]=2[N:10]=[CH:9]1)=O)(C)(C)C.Br[C:27]1[CH:28]=[C:29]([C:33]2[N:38]([CH2:39][C:40]3[CH:45]=[CH:44][C:43]([CH3:46])=[CH:42][C:41]=3[CH3:47])[C:37](=[O:48])[C:36]([C:49]#[N:50])=[C:35]([C:51]([F:54])([F:53])[F:52])[CH:34]=2)[CH:30]=[CH:31][CH:32]=1.C([O-])([O-])=O.[K+].[K+].N#N.C(O)(C(F)(F)F)=O.